Task: Predict the reaction yield, written as a fraction of the theoretical maximum amount of product (1.0 means a 100% yield; for example, 0.34 means a 34% yield).. Dataset: Reaction yield outcomes from USPTO patents with 853,638 reactions (1) The product is [CH2:1]([O:3][C:4]([C:6]1([C:11]([CH3:18])([CH3:19])[O:12][SiH2:13][C:14]([CH3:17])([CH3:16])[CH3:15])[CH2:10][CH2:9][N:8]([CH2:34][C:35]([O:37][C:38]([CH3:41])([CH3:40])[CH3:39])=[O:36])[CH2:7]1)=[O:5])[CH3:2]. The yield is 0.940. The reactants are [CH2:1]([O:3][C:4]([C:6]1([C:11]([CH3:19])([CH3:18])[O:12][SiH2:13][C:14]([CH3:17])([CH3:16])[CH3:15])[CH2:10][CH2:9][NH:8][CH2:7]1)=[O:5])[CH3:2].C(N(CC)CC)C.C(=O)([O-])[O-].[Cs+].[Cs+].Br[CH2:34][C:35]([O:37][C:38]([CH3:41])([CH3:40])[CH3:39])=[O:36]. The catalyst is C(#N)C. (2) The reactants are [CH:1]1([NH:4][C:5]([NH:7][C:8]2[CH:13]=[CH:12][C:11]([I:14])=[CH:10][C:9]=2[F:15])=[O:6])[CH2:3][CH2:2]1.[C:16](O)(=[O:21])[CH2:17][C:18](O)=[O:19].C(OC(=O)C)(=O)C.C(Cl)(=O)C. The catalyst is O.C1(C)C=CC=CC=1. The product is [CH:1]1([N:4]2[C:18](=[O:19])[CH2:17][C:16](=[O:21])[N:7]([C:8]3[CH:13]=[CH:12][C:11]([I:14])=[CH:10][C:9]=3[F:15])[C:5]2=[O:6])[CH2:2][CH2:3]1. The yield is 0.820. (3) The reactants are [Si:1]([O:8][CH2:9][C:10]1[N:11]([CH3:23])[C:12]2[C:17]([CH:18]=1)=[CH:16][C:15]1[C:19](=[O:22])[CH:20]=[CH:21][C:14]=1[CH:13]=2)([C:4]([CH3:7])([CH3:6])[CH3:5])([CH3:3])[CH3:2]. The catalyst is CCOC(C)=O. The product is [Si:1]([O:8][CH2:9][C:10]1[N:11]([CH3:23])[C:12]2[C:17]([CH:18]=1)=[CH:16][C:15]1[C:19](=[O:22])[CH2:20][CH2:21][C:14]=1[CH:13]=2)([C:4]([CH3:7])([CH3:6])[CH3:5])([CH3:3])[CH3:2]. The yield is 0.820. (4) The reactants are ClC1N=C(NC2C=CC=CC=2C2NC=C(C(F)(F)F)N=2)C(Cl)=CN=1.[Cl:25][C:26]1[C:27]([NH:47][C:48]2[CH:53]=[CH:52][CH:51]=[CH:50][C:49]=2[C:54]2[NH:55][CH:56]=[C:57]([C:59]([F:62])([F:61])[F:60])[N:58]=2)=[N:28][C:29]([NH:32][C:33]2[CH:46]=[CH:45][C:36]3[NH:37][C:38](=[O:44])[CH2:39][CH2:40][C:41]([CH3:43])([CH3:42])[C:35]=3[CH:34]=2)=[N:30][CH:31]=1.NC1C=CC2NC(=O)CCC(C)(C)C=2C=1.C12(CS(O)(=O)=O)C(C)(C)C(CC1)CC2=O.C(O)(C)C. No catalyst specified. The product is [Cl:25][C:26]1[C:27]([NH:47][C:48]2[CH:53]=[CH:52][CH:51]=[CH:50][C:49]=2[C:54]2[NH:55][CH:56]=[C:57]([C:59]([F:61])([F:60])[F:62])[N:58]=2)=[N:28][C:29]([NH:32][C:33]2[CH:46]=[CH:45][C:36]3[NH:37][C:38](=[O:44])[CH2:39][CH2:40][C:41]([CH3:43])([CH3:42])[C:35]=3[CH:34]=2)=[N:30][CH:31]=1. The yield is 0.260. (5) The reactants are [CH2:1]([C:3]1[N:4]([C:28]2[CH:33]=[CH:32][C:31]([OH:34])=[CH:30][CH:29]=2)[C:5](=[O:27])[C:6]([CH2:12][C:13]2[CH:18]=[CH:17][C:16]([C:19]3[C:20]([C:25]#[N:26])=[CH:21][CH:22]=[CH:23][CH:24]=3)=[CH:15][CH:14]=2)=[C:7]([CH2:9][CH2:10][CH3:11])[N:8]=1)[CH3:2].[O:35]1[C:39]2([CH2:44][CH2:43][CH:42](O)[CH2:41][CH2:40]2)[O:38][CH2:37][CH2:36]1.N(C(OC(C)C)=O)=NC(OC(C)C)=O.C1(P(C2C=CC=CC=2)C2C=CC=CC=2)C=CC=CC=1. The catalyst is C(OCC)(=O)C.O1CCCC1. The product is [O:35]1[C:39]2([CH2:44][CH2:43][CH:42]([O:34][C:31]3[CH:32]=[CH:33][C:28]([N:4]4[C:5](=[O:27])[C:6]([CH2:12][C:13]5[CH:18]=[CH:17][C:16]([C:19]6[C:20]([C:25]#[N:26])=[CH:21][CH:22]=[CH:23][CH:24]=6)=[CH:15][CH:14]=5)=[C:7]([CH2:9][CH2:10][CH3:11])[N:8]=[C:3]4[CH2:1][CH3:2])=[CH:29][CH:30]=3)[CH2:41][CH2:40]2)[O:38][CH2:37][CH2:36]1. The yield is 0.980. (6) The reactants are [Cl:1][C:2]1[CH:16]=[CH:15][C:5]2[NH:6][C:7]3[CH:14]=[CH:13][CH:12]=[CH:11][C:8]=3[CH2:9][CH2:10][C:4]=2[CH:3]=1.[Cl:17][CH2:18][C:19](Cl)=[O:20]. The catalyst is C1(C)C=CC=CC=1. The product is [Cl:17][CH2:18][C:19]([N:6]1[C:7]2[CH:14]=[CH:13][CH:12]=[CH:11][C:8]=2[CH2:9][CH2:10][C:4]2[CH:3]=[C:2]([Cl:1])[CH:16]=[CH:15][C:5]1=2)=[O:20]. The yield is 0.770. (7) The yield is 0.490. The product is [I:1][C:2]1[CH:3]=[C:4]2[N:10]=[CH:9][N:8]([CH2:11][C:12]3[CH:17]=[CH:16][C:15]([O:18][CH:28]([C:30]4[CH:35]=[N:34][C:33]([O:36][CH3:37])=[CH:32][CH:31]=4)[CH3:29])=[C:14]([O:19][CH3:20])[CH:13]=3)[C:5]2=[N:6][CH:7]=1. The reactants are [I:1][C:2]1[CH:3]=[C:4]2[N:10]=[CH:9][N:8]([CH2:11][C:12]3[CH:17]=[CH:16][C:15]([OH:18])=[C:14]([O:19][CH3:20])[CH:13]=3)[C:5]2=[N:6][CH:7]=1.C(=O)([O-])[O-].[K+].[K+].Cl[CH:28]([C:30]1[CH:31]=[CH:32][C:33]([O:36][CH3:37])=[N:34][CH:35]=1)[CH3:29]. No catalyst specified.